This data is from Full USPTO retrosynthesis dataset with 1.9M reactions from patents (1976-2016). The task is: Predict the reactants needed to synthesize the given product. (1) Given the product [Cl:13][C:14]1[CH:19]=[C:18]([N+:20]([O-:22])=[O:21])[CH:17]=[C:16]([Cl:23])[C:15]=1[S:1][C:2]1[S:3][C:4]2[CH:10]=[CH:9][C:8]([C:11]#[N:12])=[CH:7][C:5]=2[N:6]=1, predict the reactants needed to synthesize it. The reactants are: [SH:1][C:2]1[S:3][C:4]2[CH:10]=[CH:9][C:8]([C:11]#[N:12])=[CH:7][C:5]=2[N:6]=1.[Cl:13][C:14]1[CH:19]=[C:18]([N+:20]([O-:22])=[O:21])[CH:17]=[C:16]([Cl:23])[C:15]=1Cl.[H-].[Na+]. (2) The reactants are: [CH3:1][CH:2]1[CH2:7][NH:6][CH2:5][CH:4]([CH3:8])[NH:3]1.[Cl:9][C:10]1[N:15]=[CH:14][CH:13]=[CH:12][N:11]=1. Given the product [ClH:9].[ClH:9].[CH3:1][CH:2]1[CH2:7][N:6]([C:10]2[N:15]=[CH:14][CH:13]=[CH:12][N:11]=2)[CH2:5][CH:4]([CH3:8])[NH:3]1, predict the reactants needed to synthesize it. (3) The reactants are: [CH3:1][O:2][C:3]1[CH:4]=[C:5]2[C:9](=[CH:10][CH:11]=1)[NH:8][N:7]=[C:6]2[C:12]([NH:14][CH2:15][CH:16]1[CH2:21][CH2:20][N:19](CC2SC=C(C(OC)=O)N=2)[CH2:18][CH2:17]1)=[O:13].Cl[CH2:33][C:34]1[N:35]=[C:36]([C:39]([O:41][CH2:42][CH3:43])=[O:40])[S:37][CH:38]=1. Given the product [CH3:1][O:2][C:3]1[CH:4]=[C:5]2[C:9](=[CH:10][CH:11]=1)[NH:8][N:7]=[C:6]2[C:12]([NH:14][CH2:15][CH:16]1[CH2:21][CH2:20][N:19]([CH2:33][C:34]2[N:35]=[C:36]([C:39]([O:41][CH2:42][CH3:43])=[O:40])[S:37][CH:38]=2)[CH2:18][CH2:17]1)=[O:13], predict the reactants needed to synthesize it. (4) Given the product [CH2:26]([O:28][C:29](=[O:47])[CH:30]([C:32]1[CH:37]=[CH:36][C:35]([C:2]2[CH:7]=[CH:6][C:5]([C:8]3[O:12][N:11]=[C:10]([CH3:13])[C:9]=3[CH2:14][C:15]([F:25])([F:24])[CH2:16][CH2:17][C:18]3[CH:23]=[CH:22][CH:21]=[CH:20][CH:19]=3)=[CH:4][CH:3]=2)=[CH:34][CH:33]=1)[CH3:31])[CH3:27], predict the reactants needed to synthesize it. The reactants are: Br[C:2]1[CH:7]=[CH:6][C:5]([C:8]2[O:12][N:11]=[C:10]([CH3:13])[C:9]=2[CH2:14][C:15]([F:25])([F:24])[CH2:16][CH2:17][C:18]2[CH:23]=[CH:22][CH:21]=[CH:20][CH:19]=2)=[CH:4][CH:3]=1.[CH2:26]([O:28][C:29](=[O:47])[CH:30]([C:32]1[CH:37]=[CH:36][C:35](B2OC(C)(C)C(C)(C)O2)=[CH:34][CH:33]=1)[CH3:31])[CH3:27]. (5) Given the product [F:24][C:25]([F:30])([F:29])[C:26]([OH:28])=[O:27].[CH3:1][O:2][C:3]1[NH:4][C:5]2[C:10]([N:11]=1)=[C:9]([NH2:12])[N:8]=[C:7]([O:13][CH2:14][CH2:15][O:16][CH3:17])[N:6]=2, predict the reactants needed to synthesize it. The reactants are: [CH3:1][O:2][C:3]1[N:4](C2CCCCO2)[C:5]2[C:10]([N:11]=1)=[C:9]([NH2:12])[N:8]=[C:7]([O:13][CH2:14][CH2:15][O:16][CH3:17])[N:6]=2.[F:24][C:25]([F:30])([F:29])[C:26]([OH:28])=[O:27]. (6) Given the product [Cl:1][C:2]1[CH:24]=[CH:23][C:5]2[C:6](=[O:7])[N:8]3[CH2:13][CH2:12][N:11]([C:14]([O:16][C:17]([CH3:20])([CH3:19])[CH3:18])=[O:15])[CH2:10][CH:9]3[CH2:21][O:22][C:4]=2[CH:3]=1, predict the reactants needed to synthesize it. The reactants are: [Cl:1][C:2]1[CH:24]=[CH:23][C:5]([C:6]([N:8]2[CH2:13][CH2:12][N:11]([C:14]([O:16][C:17]([CH3:20])([CH3:19])[CH3:18])=[O:15])[CH2:10][CH:9]2[CH2:21][OH:22])=[O:7])=[C:4](F)[CH:3]=1.[H-].[Na+]. (7) Given the product [Br:15][CH2:2][C:1]([C:4]1[CH:14]=[CH:13][C:7]([O:8][CH2:9][C:10]([OH:12])=[O:11])=[CH:6][CH:5]=1)=[O:3], predict the reactants needed to synthesize it. The reactants are: [C:1]([C:4]1[CH:14]=[CH:13][C:7]([O:8][CH2:9][C:10]([OH:12])=[O:11])=[CH:6][CH:5]=1)(=[O:3])[CH3:2].[Br:15]Br.C(OCC)C. (8) Given the product [Br:25][C:6]1[CH:5]=[CH:4][C:3]([C:9](=[C:12]([C:13]2[CH:14]=[CH:15][CH:16]=[CH:17][CH:18]=2)[C:19]2[CH:20]=[CH:21][CH:22]=[CH:23][CH:24]=2)[C:10]#[N:11])=[CH:8][CH:7]=1, predict the reactants needed to synthesize it. The reactants are: [H][H].[C:3]1([C:9](=[C:12]([C:19]2[CH:24]=[CH:23][CH:22]=[CH:21][CH:20]=2)[C:13]2[CH:18]=[CH:17][CH:16]=[CH:15][CH:14]=2)[C:10]#[N:11])[CH:8]=[CH:7][CH:6]=[CH:5][CH:4]=1.[Br:25]C1C=CC(C#N)=CC=1.C(C1C=CC=CC=1)(=O)C1C=CC=CC=1. (9) Given the product [ClH:1].[OH:2][C:3]([CH3:27])([CH3:26])[CH2:4][S:5]([NH:8][C:9]1[CH:10]=[C:11]2[C:16](=[CH:17][CH:18]=1)[CH2:15][NH:14][CH2:13][CH2:12]2)(=[O:6])=[O:7], predict the reactants needed to synthesize it. The reactants are: [ClH:1].[OH:2][C:3]([CH3:27])([CH3:26])[CH2:4][S:5]([NH:8][C:9]1[CH:10]=[C:11]2[C:16](=[CH:17][CH:18]=1)[CH2:15][N:14](C(OC(C)(C)C)=O)[CH2:13][CH2:12]2)(=[O:7])=[O:6]. (10) The reactants are: C([N:8]1[CH2:13][CH:12]=[CH:11][CH:10]([CH2:14][C:15]2[C:23]3[C:18](=[CH:19][CH:20]=[C:21]([F:24])[CH:22]=3)[NH:17][CH:16]=2)[CH2:9]1)C1C=CC=CC=1.ClCCOC(Cl)=O.CO. Given the product [F:24][C:21]1[CH:22]=[C:23]2[C:18](=[CH:19][CH:20]=1)[NH:17][CH:16]=[C:15]2[CH2:14][CH:10]1[CH:11]=[CH:12][CH2:13][NH:8][CH2:9]1, predict the reactants needed to synthesize it.